Dataset: Forward reaction prediction with 1.9M reactions from USPTO patents (1976-2016). Task: Predict the product of the given reaction. (1) Given the reactants [CH3:1][C:2]([CH2:15][CH2:16][CH2:17][CH:18]([CH3:30])[CH2:19][CH2:20][CH2:21][CH:22]([CH3:29])[CH2:23][CH2:24][CH2:25][CH:26]([CH3:28])[CH3:27])=[CH:3][CH2:4][CH2:5][CH2:6][O:7][CH2:8][C@@H:9]([C@@H:11]([CH2:13][OH:14])[OH:12])[OH:10].[CH3:31][C:32]([CH2:45][CH2:46][CH2:47][CH:48]([CH3:60])[CH2:49][CH2:50][CH2:51][CH:52]([CH3:59])[CH2:53][CH2:54][CH2:55][CH:56]([CH3:58])[CH3:57])=[CH:33][CH2:34][CH2:35][CH2:36][O:37][C@H:38]([C@@H:41]([CH2:43][OH:44])[OH:42])[CH2:39][OH:40], predict the reaction product. The product is: [CH3:1][C:2]([CH2:15][CH2:16][CH2:17][CH:18]([CH3:30])[CH2:19][CH2:20][CH2:21][CH:22]([CH3:29])[CH2:23][CH2:24][CH2:25][CH:26]([CH3:28])[CH3:27])=[CH:3][CH2:4][CH2:5][CH2:6][O:7][CH2:8][C@@H:9]([C@@H:11]([CH2:13][OH:14])[OH:12])[OH:10].[CH3:31][C:32]([CH2:45][CH2:46][CH2:47][CH:48]([CH3:60])[CH2:49][CH2:50][CH2:51][CH:52]([CH3:59])[CH2:53][CH2:54][CH2:55][CH:56]([CH3:58])[CH3:57])=[CH:33][CH2:34][CH2:35][CH2:36][O:37][C@H:38]([C@@H:41]([CH2:43][OH:44])[OH:42])[CH2:39][OH:40].[OH2:7]. (2) Given the reactants I[C:2]1[CH:14]=[C:13]([C:15]([CH3:22])([CH2:17][C:18]([CH3:21])([CH3:20])[CH3:19])[CH3:16])[CH:12]=[CH:11][C:3]=1[O:4][CH:5]1[CH2:10][CH2:9][CH2:8][CH2:7][O:6]1.[C:23]([C:27]1[CH:28]=[CH:29][C:30]2[NH:31][C:32]3[C:37]([C:38]=2[CH:39]=1)=[CH:36][C:35]([C:40]([CH3:43])([CH3:42])[CH3:41])=[CH:34][CH:33]=3)([CH3:26])([CH3:25])[CH3:24].[O-]P([O-])([O-])=O.[K+].[K+].[K+].CNCCNC, predict the reaction product. The product is: [C:23]([C:27]1[CH:28]=[CH:29][C:30]2[N:31]([C:2]3[CH:14]=[C:13]([C:15]([CH3:22])([CH2:17][C:18]([CH3:21])([CH3:20])[CH3:19])[CH3:16])[CH:12]=[CH:11][C:3]=3[O:4][CH:5]3[CH2:10][CH2:9][CH2:8][CH2:7][O:6]3)[C:32]3[C:37]([C:38]=2[CH:39]=1)=[CH:36][C:35]([C:40]([CH3:43])([CH3:42])[CH3:41])=[CH:34][CH:33]=3)([CH3:26])([CH3:25])[CH3:24].